The task is: Predict the product of the given reaction.. This data is from Forward reaction prediction with 1.9M reactions from USPTO patents (1976-2016). (1) Given the reactants [CH3:1][C@H:2]1[C@@:41]2([OH:43])[O:42][C@H:5]([CH2:6][C@H:7]([O:72][CH3:73])[C:8]([CH3:71])=[CH:9][CH:10]=[CH:11][CH:12]=[CH:13][C@@H:14]([CH3:70])[CH2:15][C@@H:16]([CH3:69])[C:17]([C@H:19]([O:67][CH3:68])[C@H:20]([OH:66])[C:21]([CH3:65])=[CH:22][C@@H:23]([CH3:64])[C:24]([CH2:26][C@@H:27]([C@@H:44]([CH2:46][C@H:47]3[CH2:52][C@@H:51]([O:53][CH3:54])[C@H:50]([O:55][C:56]([C:58]([CH2:62][OH:63])([CH2:60][OH:61])[CH3:59])=[O:57])[CH2:49][CH2:48]3)[CH3:45])[O:28][C:29]([C@H:31]3[N:36]([C:37]([C:39]2=[O:40])=[O:38])[CH2:35][CH2:34][CH2:33][CH2:32]3)=[O:30])=[O:25])=[O:18])[CH2:4][CH2:3]1.B([O-])[O-].CC(O)(CC(O)C)C, predict the reaction product. The product is: [CH3:1][C@H:2]1[C@@:41]2([OH:43])[O:42][C@H:5]([CH2:6][C@H:7]([O:72][CH3:73])[C:8]([CH3:71])=[CH:9][CH:10]=[CH:11][CH:12]=[CH:13][C@@H:14]([CH3:70])[CH2:15][C@@H:16]([CH3:69])[C:17]([C@H:19]([O:67][CH3:68])[C@H:20]([OH:66])[C:21]([CH3:65])=[CH:22][C@@H:23]([CH3:64])[C:24]([CH2:26][C@@H:27]([C@@H:44]([CH2:46][C@H:47]3[CH2:52][C@@H:51]([O:53][CH3:54])[C@H:50]([O:55][C:56]([C:58]([CH2:60][OH:61])([CH2:62][OH:63])[CH3:59])=[O:57])[CH2:49][CH2:48]3)[CH3:45])[O:28][C:29]([C@H:31]3[N:36]([C:37]([C:39]2=[O:40])=[O:38])[CH2:35][CH2:34][CH2:33][CH2:32]3)=[O:30])=[O:25])=[O:18])[CH2:4][CH2:3]1. (2) Given the reactants [N:1]([CH2:4][C:5]1[C:6]([NH:12][CH2:13][C:14]([CH3:17])([CH3:16])[CH3:15])=[N:7][C:8]([Cl:11])=[N:9][CH:10]=1)=[N+]=[N-].C1(P(C2C=CC=CC=2)C2C=CC=CC=2)C=CC=CC=1, predict the reaction product. The product is: [ClH:11].[ClH:11].[NH2:1][CH2:4][C:5]1[C:6]([NH:12][CH2:13][C:14]([CH3:17])([CH3:16])[CH3:15])=[N:7][C:8]([Cl:11])=[N:9][CH:10]=1. (3) Given the reactants [CH2:1]([O:5][C:6]([C:8]1[N:9]=[C:10](Br)[C:11]2[C:16]([C:17]=1[OH:18])=[CH:15][CH:14]=[C:13]([O:19][C:20]1[CH:25]=[CH:24][C:23]([F:26])=[CH:22][CH:21]=1)[CH:12]=2)=[O:7])[CH2:2][CH2:3][CH3:4].[CH3:28]B1OB(C)OB(C)O1.C([O-])([O-])=O.[K+].[K+], predict the reaction product. The product is: [CH2:1]([O:5][C:6]([C:8]1[N:9]=[C:10]([CH3:28])[C:11]2[C:16]([C:17]=1[OH:18])=[CH:15][CH:14]=[C:13]([O:19][C:20]1[CH:25]=[CH:24][C:23]([F:26])=[CH:22][CH:21]=1)[CH:12]=2)=[O:7])[CH2:2][CH2:3][CH3:4]. (4) Given the reactants [Br:1][C:2]1[S:3][C:4]([Br:16])=[CH:5][C:6]=1[CH2:7][CH2:8][CH2:9][CH2:10][CH2:11][CH2:12][CH2:13][CH2:14]Br.[OH:17][C:18]1[CH:23]=[CH:22][C:21](/[CH:24]=[CH:25]/[C:26](=[O:28])[CH3:27])=[CH:20][CH:19]=1.C([O-])([O-])=O.[K+].[K+], predict the reaction product. The product is: [Br:1][C:2]1[S:3][C:4]([Br:16])=[CH:5][C:6]=1[CH2:7][CH2:8][CH2:9][CH2:10][CH2:11][CH2:12][CH2:13][CH2:14][O:17][C:18]1[CH:19]=[CH:20][C:21](/[CH:24]=[CH:25]/[C:26](=[O:28])[CH3:27])=[CH:22][CH:23]=1. (5) Given the reactants [C:1](Cl)(Cl)=[O:2].[C:5]([O:9][C:10](=[O:31])[NH:11][CH2:12][C@H:13]([OH:30])[CH2:14][NH:15][C:16]1[CH:17]=[C:18]2[C:22](=[C:23]([F:25])[CH:24]=1)[N:21]([CH:26]1[CH2:28][CH2:27]1)[C:20](=[O:29])[CH2:19]2)([CH3:8])([CH3:7])[CH3:6].C(N(CC)CC)C, predict the reaction product. The product is: [C:5]([O:9][C:10](=[O:31])[NH:11][CH2:12][C@@H:13]1[O:30][C:1](=[O:2])[N:15]([C:16]2[CH:17]=[C:18]3[C:22](=[C:23]([F:25])[CH:24]=2)[N:21]([CH:26]2[CH2:27][CH2:28]2)[C:20](=[O:29])[CH2:19]3)[CH2:14]1)([CH3:8])([CH3:6])[CH3:7]. (6) The product is: [NH2:25][C:26]1[CH:31]=[CH:30][N:29]=[CH:28][C:27]=1[O:32][C:33]1[CH:42]=[C:37]([C:38]2[CH:17]=[C:6]3[C:7](=[C:15]([NH2:47])[N:16]=2)[CH:8]=[N:9][C:10]2[CH:11]=[C:12]([O:13][CH3:14])[C:3]([O:2][CH3:1])=[CH:4][C:5]3=2)[CH:36]=[N:35][CH:34]=1. Given the reactants [CH3:1][O:2][C:3]1[CH:4]=[C:5]2[C:10](=[CH:11][C:12]=1[O:13][CH3:14])[N:9]=[CH:8][C:7]([C:15]#[N:16])=[C:6]2[CH3:17].C(OC([NH:25][C:26]1[CH:31]=[CH:30][N:29]=[CH:28][C:27]=1[O:32][C:33]1[CH:34]=[N:35][CH:36]=[C:37]([CH:42]=1)[C:38](OC)=O)=O)(C)(C)C.C[Si]([N-:47][Si](C)(C)C)(C)C.[Li+].C([O-])(=O)C.[NH4+], predict the reaction product.